Dataset: Forward reaction prediction with 1.9M reactions from USPTO patents (1976-2016). Task: Predict the product of the given reaction. (1) Given the reactants [CH3:1][C:2]1[NH:10][C:5]2=[CH:6][N:7]=[CH:8][CH:9]=[C:4]2[CH:3]=1.[I:11]N1C(=O)CCC1=O, predict the reaction product. The product is: [I:11][C:3]1[C:4]2[C:5](=[CH:6][N:7]=[CH:8][CH:9]=2)[NH:10][C:2]=1[CH3:1]. (2) Given the reactants [NH2:1][CH2:2][C:3]1[CH:4]=[CH:5][C:6]([O:37][CH3:38])=[C:7]([C:9]2[N:13]([CH:14]([CH3:16])[CH3:15])[C:12]3[CH:17]([C:29]4[CH:34]=[CH:33][C:32]([Cl:35])=[CH:31][C:30]=4[CH3:36])[N:18]([C:21]4[CH:26]=[C:25]([Cl:27])[CH:24]=[CH:23][C:22]=4[CH3:28])[C:19](=[O:20])[C:11]=3[N:10]=2)[CH:8]=1.[C:39](Cl)(=[O:41])[CH3:40], predict the reaction product. The product is: [Cl:27][C:25]1[CH:24]=[CH:23][C:22]([CH3:28])=[C:21]([N:18]2[C:19](=[O:20])[C:11]3[N:10]=[C:9]([C:7]4[CH:8]=[C:3]([CH:4]=[CH:5][C:6]=4[O:37][CH3:38])[CH2:2][NH:1][C:39](=[O:41])[CH3:40])[N:13]([CH:14]([CH3:15])[CH3:16])[C:12]=3[CH:17]2[C:29]2[CH:34]=[CH:33][C:32]([Cl:35])=[CH:31][C:30]=2[CH3:36])[CH:26]=1. (3) Given the reactants [O:1]=[C:2]1[N:10]([CH2:11][CH2:12][CH3:13])[C:9]2[N:8]=[C:7]([C:14]34[CH2:21][C:18]([CH:22]=[CH:23][C:24]([OH:26])=[O:25])([CH2:19][CH2:20]3)[CH2:17][CH2:16][CH2:15]4)[NH:6][C:5]=2[C:4](=[O:27])[N:3]1[CH2:28][CH2:29][CH3:30], predict the reaction product. The product is: [O:1]=[C:2]1[N:10]([CH2:11][CH2:12][CH3:13])[C:9]2[N:8]=[C:7]([C:14]34[CH2:21][C:18]([CH2:22][CH2:23][C:24]([OH:26])=[O:25])([CH2:19][CH2:20]3)[CH2:17][CH2:16][CH2:15]4)[NH:6][C:5]=2[C:4](=[O:27])[N:3]1[CH2:28][CH2:29][CH3:30]. (4) Given the reactants [OH:1][C:2]([CH3:35])([CH3:34])[CH2:3][C@@:4]1([C:28]2[CH:33]=[CH:32][CH:31]=[CH:30][CH:29]=2)[O:9][C:8](=[O:10])[N:7]([C@H:11]([C:13]2[CH:18]=[CH:17][C:16](B3OC(C)(C)C(C)(C)O3)=[CH:15][CH:14]=2)[CH3:12])[CH2:6][CH2:5]1.Cl[C:37]1[CH:42]=[CH:41][N:40]=[CH:39][N:38]=1, predict the reaction product. The product is: [OH:1][C:2]([CH3:34])([CH3:35])[CH2:3][C@@:4]1([C:28]2[CH:33]=[CH:32][CH:31]=[CH:30][CH:29]=2)[O:9][C:8](=[O:10])[N:7]([C@H:11]([C:13]2[CH:14]=[CH:15][C:16]([C:37]3[CH:42]=[CH:41][N:40]=[CH:39][N:38]=3)=[CH:17][CH:18]=2)[CH3:12])[CH2:6][CH2:5]1. (5) Given the reactants C(OC([C:6]1[N:14]=[C:13]2[N:8]([CH:9]=[N:10][C:11]([CH2:18][C:19]3[N:20]([C:24]4[C:29]([Br:30])=[CH:28][CH:27]=[CH:26][N:25]=4)[N:21]=[CH:22][CH:23]=3)=[C:12]2[CH2:15][CH2:16][CH3:17])[N:7]=1)=O)C.[CH3:31][Mg]Br.[Cl-].[NH4+].[CH2:36]1[CH2:40][O:39]CC1, predict the reaction product. The product is: [Br:30][C:29]1[C:24]([N:20]2[C:19]([CH2:18][C:11]3[N:10]=[CH:9][N:8]4[N:7]=[C:6]([C:40]([OH:39])([CH3:36])[CH3:31])[N:14]=[C:13]4[C:12]=3[CH2:15][CH2:16][CH3:17])=[CH:23][CH:22]=[N:21]2)=[N:25][CH:26]=[CH:27][CH:28]=1. (6) Given the reactants [NH2:1][C:2]1[CH:7]=[CH:6][C:5]([N:8]2[CH2:14][CH2:13][CH2:12][N:11](C(OC(C)(C)C)=O)[CH2:10][CH2:9]2)=[CH:4][C:3]=1[NH:22][S:23]([C:26]1[CH:31]=[CH:30][CH:29]=[CH:28][CH:27]=1)(=[O:25])=[O:24].[CH3:32][O:33][C:34]1[CH:39]=[CH:38][C:37]([O:40][CH3:41])=[CH:36][C:35]=1[S:42]([Cl:45])(=[O:44])=[O:43], predict the reaction product. The product is: [ClH:45].[N:8]1([C:5]2[CH:6]=[CH:7][C:2]([NH:1][S:42]([C:35]3[CH:36]=[C:37]([O:40][CH3:41])[CH:38]=[CH:39][C:34]=3[O:33][CH3:32])(=[O:44])=[O:43])=[C:3]([NH:22][S:23]([C:26]3[CH:31]=[CH:30][CH:29]=[CH:28][CH:27]=3)(=[O:25])=[O:24])[CH:4]=2)[CH2:14][CH2:13][CH2:12][NH:11][CH2:10][CH2:9]1.